The task is: Predict which catalyst facilitates the given reaction.. This data is from Catalyst prediction with 721,799 reactions and 888 catalyst types from USPTO. (1) Reactant: [CH3:1][NH:2][C@H:3]([C:7]([NH:9][C@H:10]([C:14]([N:16]([C@@H:18]([C@@H:54]([CH3:57])[CH2:55][CH3:56])[C@H:19]([O:52][CH3:53])[CH2:20][C:21]([N:23]1[CH2:27][CH2:26][CH2:25][C@H:24]1[C@H:28]([O:50][CH3:51])[C@@H:29]([CH3:49])[C:30]([NH:32][C@@H:33]([CH2:42][C:43]1[CH:48]=[CH:47][CH:46]=[CH:45][CH:44]=1)[C:34]([N:36]1[CH2:41][CH2:40][CH2:39][CH2:38][O:37]1)=[O:35])=[O:31])=[O:22])[CH3:17])=[O:15])[CH:11]([CH3:13])[CH3:12])=[O:8])[C@@H:4]([CH3:6])[OH:5].C=O.[C:60]([BH3-])#N.[Na+].Cl.C(=O)(O)[O-].[Na+]. Product: [CH3:1][N:2]([CH3:60])[C@H:3]([C:7]([NH:9][C@H:10]([C:14]([N:16]([C@@H:18]([C@@H:54]([CH3:57])[CH2:55][CH3:56])[C@H:19]([O:52][CH3:53])[CH2:20][C:21]([N:23]1[CH2:27][CH2:26][CH2:25][C@H:24]1[C@H:28]([O:50][CH3:51])[C@@H:29]([CH3:49])[C:30]([NH:32][C@@H:33]([CH2:42][C:43]1[CH:48]=[CH:47][CH:46]=[CH:45][CH:44]=1)[C:34]([N:36]1[CH2:41][CH2:40][CH2:39][CH2:38][O:37]1)=[O:35])=[O:31])=[O:22])[CH3:17])=[O:15])[CH:11]([CH3:13])[CH3:12])=[O:8])[C@@H:4]([CH3:6])[OH:5]. The catalyst class is: 708. (2) Product: [I:16][CH2:10][CH2:9][CH2:8][C:7]([CH3:12])([N+:13]([O-:15])=[O:14])[CH3:6]. The catalyst class is: 10. Reactant: C[Si](C)(C)Cl.[CH3:6][C:7]([N+:13]([O-:15])=[O:14])([CH3:12])[CH2:8][CH2:9][CH2:10]O.[I-:16].[Na+]. (3) Reactant: Br[C:2]1[N:7]=[C:6]2[CH:8]=[CH:9][C:10]([CH3:13])([CH3:12])[O:11][C:5]2=[CH:4][CH:3]=1.[Li]CCCC.CN([CH:22]=[O:23])C.O. Product: [CH3:12][C:10]1([CH3:13])[O:11][C:5]2[C:6](=[N:7][C:2]([CH:22]=[O:23])=[CH:3][CH:4]=2)[CH:8]=[CH:9]1. The catalyst class is: 1. (4) Reactant: [OH:1][C:2]1[NH:7][C:6](=[O:8])[N:5]([CH2:9][C:10]2[CH:15]=[CH:14][CH:13]=[CH:12][CH:11]=2)[C:4](=[O:16])[C:3]=1[C:17]([NH:19][CH2:20][C:21]([O:23]CC)=[O:22])=[O:18].[Cl:26][C:27]1[CH:28]=[C:29]([CH:32]=[CH:33][C:34]=1[Cl:35])[CH2:30]Br.C(=O)([O-])[O-].[Na+].[Na+].Cl. Product: [Cl:26][C:27]1[CH:28]=[C:29]([CH2:30][N:7]2[C:2]([OH:1])=[C:3]([C:17]([NH:19][CH2:20][C:21]([OH:23])=[O:22])=[O:18])[C:4](=[O:16])[N:5]([CH2:9][C:10]3[CH:15]=[CH:14][CH:13]=[CH:12][CH:11]=3)[C:6]2=[O:8])[CH:32]=[CH:33][C:34]=1[Cl:35]. The catalyst class is: 9.